Dataset: M1 muscarinic receptor antagonist screen with 61,756 compounds. Task: Binary Classification. Given a drug SMILES string, predict its activity (active/inactive) in a high-throughput screening assay against a specified biological target. (1) The molecule is o1c(nc2c1cccc2)c1cc2c(nccc2C)cc1. The result is 0 (inactive). (2) The molecule is O=C1N(CCC1)c1cc(OC(=O)NCCCC)ccc1. The result is 0 (inactive).